Dataset: Forward reaction prediction with 1.9M reactions from USPTO patents (1976-2016). Task: Predict the product of the given reaction. Given the reactants [H-].[Al+3].[Li+].[H-].[H-].[H-].[CH2:7]([O:14][CH2:15][C@H:16]([OH:21])[CH2:17][C:18]#[C:19][CH3:20])[C:8]1[CH:13]=[CH:12][CH:11]=[CH:10][CH:9]=1, predict the reaction product. The product is: [CH2:7]([O:14][CH2:15][C@H:16]([OH:21])[CH2:17]/[CH:18]=[CH:19]/[CH3:20])[C:8]1[CH:13]=[CH:12][CH:11]=[CH:10][CH:9]=1.